Task: Regression/Classification. Given a drug SMILES string, predict its toxicity properties. Task type varies by dataset: regression for continuous values (e.g., LD50, hERG inhibition percentage) or binary classification for toxic/non-toxic outcomes (e.g., AMES mutagenicity, cardiotoxicity, hepatotoxicity). Dataset: ames.. Dataset: Ames mutagenicity test results for genotoxicity prediction (1) The compound is O=[N+]([O-])c1ccc2c([N+](=O)[O-])cc3cccc([N+](=O)[O-])c3c2c1. The result is 1 (mutagenic). (2) The drug is CN(C)C(=N)N(C)C. The result is 0 (non-mutagenic). (3) The drug is NC(=O)CN1CC(O)CC1=O. The result is 0 (non-mutagenic). (4) The compound is NC(=O)C12OC1C(O)(c1ccccc1)NC2=O. The result is 0 (non-mutagenic). (5) The molecule is CN1C(=O)CCC1c1cccnc1. The result is 0 (non-mutagenic).